From a dataset of NCI-60 drug combinations with 297,098 pairs across 59 cell lines. Regression. Given two drug SMILES strings and cell line genomic features, predict the synergy score measuring deviation from expected non-interaction effect. (1) Drug 1: CC1CCC2CC(C(=CC=CC=CC(CC(C(=O)C(C(C(=CC(C(=O)CC(OC(=O)C3CCCCN3C(=O)C(=O)C1(O2)O)C(C)CC4CCC(C(C4)OC)O)C)C)O)OC)C)C)C)OC. Cell line: K-562. Drug 2: N.N.Cl[Pt+2]Cl. Synergy scores: CSS=63.5, Synergy_ZIP=-2.33, Synergy_Bliss=-3.05, Synergy_Loewe=3.81, Synergy_HSA=4.15. (2) Cell line: SF-539. Synergy scores: CSS=12.2, Synergy_ZIP=-4.65, Synergy_Bliss=0.238, Synergy_Loewe=2.58, Synergy_HSA=0.648. Drug 2: CC(C)(C#N)C1=CC(=CC(=C1)CN2C=NC=N2)C(C)(C)C#N. Drug 1: C1CC(C1)(C(=O)O)C(=O)O.[NH2-].[NH2-].[Pt+2]. (3) Drug 1: COC1=C(C=C2C(=C1)N=CN=C2NC3=CC(=C(C=C3)F)Cl)OCCCN4CCOCC4. Drug 2: CC(C)NC(=O)C1=CC=C(C=C1)CNNC.Cl. Cell line: SW-620. Synergy scores: CSS=12.6, Synergy_ZIP=7.94, Synergy_Bliss=4.02, Synergy_Loewe=1.56, Synergy_HSA=1.58. (4) Drug 1: C1C(C(OC1N2C=C(C(=O)NC2=O)F)CO)O. Drug 2: C1CN1C2=NC(=NC(=N2)N3CC3)N4CC4. Cell line: MALME-3M. Synergy scores: CSS=19.1, Synergy_ZIP=-6.04, Synergy_Bliss=0.938, Synergy_Loewe=1.40, Synergy_HSA=1.54. (5) Synergy scores: CSS=-2.07, Synergy_ZIP=1.25, Synergy_Bliss=-0.176, Synergy_Loewe=-1.19, Synergy_HSA=-3.11. Drug 2: C(CC(=O)O)C(=O)CN.Cl. Cell line: NCI/ADR-RES. Drug 1: C1CCN(CC1)CCOC2=CC=C(C=C2)C(=O)C3=C(SC4=C3C=CC(=C4)O)C5=CC=C(C=C5)O. (6) Drug 1: C1=CC(=CC=C1CC(C(=O)O)N)N(CCCl)CCCl.Cl. Drug 2: CCN(CC)CCNC(=O)C1=C(NC(=C1C)C=C2C3=C(C=CC(=C3)F)NC2=O)C. Cell line: HOP-92. Synergy scores: CSS=-3.51, Synergy_ZIP=-2.74, Synergy_Bliss=-3.32, Synergy_Loewe=-9.08, Synergy_HSA=-7.64. (7) Drug 1: COC1=C(C=C2C(=C1)N=CN=C2NC3=CC(=C(C=C3)F)Cl)OCCCN4CCOCC4. Drug 2: CC(C)NC(=O)C1=CC=C(C=C1)CNNC.Cl. Cell line: 786-0. Synergy scores: CSS=16.7, Synergy_ZIP=-3.14, Synergy_Bliss=-0.493, Synergy_Loewe=-11.4, Synergy_HSA=-1.50.